From a dataset of Peptide-MHC class II binding affinity with 134,281 pairs from IEDB. Regression. Given a peptide amino acid sequence and an MHC pseudo amino acid sequence, predict their binding affinity value. This is MHC class II binding data. The peptide sequence is SQDLELSVNLNGLQAY. The MHC is DRB1_0802 with pseudo-sequence DRB1_0802. The binding affinity (normalized) is 0.244.